Dataset: Full USPTO retrosynthesis dataset with 1.9M reactions from patents (1976-2016). Task: Predict the reactants needed to synthesize the given product. (1) Given the product [CH3:16][O:15][C:5]1[C:6]2[S:7][C:8]([C:11]([F:14])([F:13])[F:12])=[CH:9][C:10]=2[C:2]([C:24](=[O:27])[CH2:25][CH3:26])=[CH:3][CH:4]=1, predict the reactants needed to synthesize it. The reactants are: Br[C:2]1[C:10]2[CH:9]=[C:8]([C:11]([F:14])([F:13])[F:12])[S:7][C:6]=2[C:5]([O:15][CH3:16])=[CH:4][CH:3]=1.C([Li])CCC.CN(C)[C:24](=[O:27])[CH2:25][CH3:26].[Cl-].[NH4+]. (2) Given the product [NH2:32][CH:33]1[C:42]2[C:37](=[CH:38][C:39]([CH2:43][C:23]#[N:25])=[CH:40][CH:41]=2)[O:36][CH2:35][CH2:34]1, predict the reactants needed to synthesize it. The reactants are: P(C1C=CC=CC=1)(C1C=CC=CC=1)C1C=CC=CC=1.CCO[C:23](/[N:25]=N/C(OCC)=O)=O.[NH2:32][CH:33]1[C:42]2[C:37](=[CH:38][C:39]([CH2:43]O)=[CH:40][CH:41]=2)[O:36][CH2:35][CH2:34]1.CC(C)(O)C#N.